From a dataset of HIV replication inhibition screening data with 41,000+ compounds from the AIDS Antiviral Screen. Binary Classification. Given a drug SMILES string, predict its activity (active/inactive) in a high-throughput screening assay against a specified biological target. (1) The drug is CCCCOP(=O)(OCCCC)C(C#N)=Cc1ccco1. The result is 0 (inactive). (2) The compound is Cn1cnnc1Sc1c([N+](=O)[O-])nc(-c2ccc([N+](=O)[O-])cc2)n1C. The result is 0 (inactive).